From a dataset of Forward reaction prediction with 1.9M reactions from USPTO patents (1976-2016). Predict the product of the given reaction. (1) Given the reactants [CH3:1][S:2]([C:5]1[CH:10]=[CH:9][C:8]([CH:11]([CH2:16][CH:17]2[CH2:22][CH2:21][O:20][CH2:19][CH2:18]2)[C:12](=[O:15])[CH:13]=[CH2:14])=[CH:7][CH:6]=1)(=[O:4])=[O:3].[CH3:23][C:24]1([CH3:37])[O:28][CH:27]([C:29]2[CH:30]=[CH:31][C:32]([CH:35]=[O:36])=[N:33][CH:34]=2)[CH2:26][O:25]1.C(N(CC)CC)C, predict the reaction product. The product is: [CH3:23][C:24]1([CH3:37])[O:28][CH:27]([C:29]2[CH:30]=[CH:31][C:32]([C:35](=[O:36])[CH2:14][CH2:13][C:12](=[O:15])[CH:11]([C:8]3[CH:7]=[CH:6][C:5]([S:2]([CH3:1])(=[O:4])=[O:3])=[CH:10][CH:9]=3)[CH2:16][CH:17]3[CH2:22][CH2:21][O:20][CH2:19][CH2:18]3)=[N:33][CH:34]=2)[CH2:26][O:25]1. (2) Given the reactants [F:1][C:2]([F:35])([F:34])[C:3]1[CH:4]=[CH:5][C:6]2[N:10]=[C:9]([C:11]3[CH:12]=[CH:13][C:14]([N:17]4[CH2:22][CH2:21][CH:20]([O:23][C@@H:24]5[CH2:27][C@H:26]([C:28]([O:30]CC)=[O:29])[CH2:25]5)[CH2:19][CH2:18]4)=[N:15][CH:16]=3)[NH:8][C:7]=2[CH:33]=1.[OH-].[Li+], predict the reaction product. The product is: [F:35][C:2]([F:1])([F:34])[C:3]1[CH:4]=[CH:5][C:6]2[N:10]=[C:9]([C:11]3[CH:12]=[CH:13][C:14]([N:17]4[CH2:22][CH2:21][CH:20]([O:23][C@@H:24]5[CH2:25][C@H:26]([C:28]([OH:30])=[O:29])[CH2:27]5)[CH2:19][CH2:18]4)=[N:15][CH:16]=3)[NH:8][C:7]=2[CH:33]=1. (3) Given the reactants [C:1]1([CH2:7][C:8]([O:10][CH2:11][CH3:12])=[O:9])[CH:6]=[CH:5][CH:4]=[CH:3][CH:2]=1.[Cl:13][CH2:14][CH2:15][C:16](Cl)=[O:17].[Cl-].[Al+3].[Cl-].[Cl-], predict the reaction product. The product is: [Cl:13][CH2:14][CH2:15][C:16]([C:4]1[CH:5]=[CH:6][C:1]([CH2:7][C:8]([O:10][CH2:11][CH3:12])=[O:9])=[CH:2][CH:3]=1)=[O:17]. (4) The product is: [CH3:1][C:2]1[CH:3]=[C:4]([CH2:23][OH:24])[S:5][C:6]=1[C:7]1[S:8][C:9]([C:12]2[S:13][C:14]([C:17]3[S:18][CH:19]=[CH:20][C:21]=3[CH3:22])=[CH:15][CH:16]=2)=[CH:10][CH:11]=1. Given the reactants [CH3:1][C:2]1[CH:3]=[C:4]([CH:23]=[O:24])[S:5][C:6]=1[C:7]1[S:8][C:9]([C:12]2[S:13][C:14]([C:17]3[S:18][CH:19]=[CH:20][C:21]=3[CH3:22])=[CH:15][CH:16]=2)=[CH:10][CH:11]=1.[BH4-].[Na+], predict the reaction product. (5) Given the reactants [BH4-].[Na+].[C:3]([CH2:6][C:7]1([C:26](O)=[O:27])[O:11][N:10]=[C:9]([C:12]2[CH:17]=[CH:16][C:15]([O:18][CH3:19])=[C:14]([O:20][CH:21]3[CH2:25][CH2:24][CH2:23][CH2:22]3)[CH:13]=2)[CH2:8]1)(O)=[O:4].FB(F)F.[OH-].[Na+], predict the reaction product. The product is: [CH:21]1([O:20][C:14]2[CH:13]=[C:12]([C:9]3[CH2:8][C:7]([CH2:6][CH2:3][OH:4])([CH2:26][OH:27])[O:11][N:10]=3)[CH:17]=[CH:16][C:15]=2[O:18][CH3:19])[CH2:25][CH2:24][CH2:23][CH2:22]1.